This data is from Forward reaction prediction with 1.9M reactions from USPTO patents (1976-2016). The task is: Predict the product of the given reaction. Given the reactants [ClH:1].[CH3:2][N:3]([CH3:54])[S:4]([C:7]1[CH:12]=[CH:11][C:10]([C:13]2[CH:18]=[CH:17][CH:16]=[C:15]([CH2:19][C@H:20]([NH:35][C:36]([C@H:38]3[CH2:43][CH2:42][C@H:41]([CH2:44][NH:45]C(=O)OC(C)(C)C)[CH2:40][CH2:39]3)=[O:37])[C:21](=[O:34])[NH:22][C:23]3[CH:28]=[CH:27][C:26]([C:29]4[NH:33][N:32]=[N:31][N:30]=4)=[CH:25][CH:24]=3)[CH:14]=2)=[C:9]([CH3:53])[CH:8]=1)(=[O:6])=[O:5].C(#N)C, predict the reaction product. The product is: [ClH:1].[NH2:45][CH2:44][C@H:41]1[CH2:40][CH2:39][C@H:38]([C:36]([NH:35][C@@H:20]([CH2:19][C:15]2[CH:14]=[C:13]([C:10]3[CH:11]=[CH:12][C:7]([S:4](=[O:5])(=[O:6])[N:3]([CH3:2])[CH3:54])=[CH:8][C:9]=3[CH3:53])[CH:18]=[CH:17][CH:16]=2)[C:21](=[O:34])[NH:22][C:23]2[CH:24]=[CH:25][C:26]([C:29]3[NH:30][N:31]=[N:32][N:33]=3)=[CH:27][CH:28]=2)=[O:37])[CH2:43][CH2:42]1.